Dataset: Forward reaction prediction with 1.9M reactions from USPTO patents (1976-2016). Task: Predict the product of the given reaction. (1) Given the reactants [F:1][C:2]1[CH:7]=[CH:6][C:5]([N:8]2[C:12]3[CH:13]=[N:14][CH:15]=[C:16]([C:17]([OH:19])=O)[C:11]=3[CH:10]=[N:9]2)=[CH:4][CH:3]=1.CCN(C(C)C)C(C)C.CN(C(ON1N=NC2C=CC=NC1=2)=[N+](C)C)C.F[P-](F)(F)(F)(F)F.[CH2:53]([O:60][C:61]([N:63]1[CH2:68][CH2:67][CH:66]([C@@H:69]([NH2:72])[CH2:70][CH3:71])[CH2:65][CH:64]1[C:73](=[O:75])[NH2:74])=[O:62])[C:54]1[CH:59]=[CH:58][CH:57]=[CH:56][CH:55]=1, predict the reaction product. The product is: [CH2:53]([O:60][C:61]([N:63]1[CH2:68][CH2:67][CH:66]([C@@H:69]([NH:72][C:17]([C:16]2[C:11]3[CH:10]=[N:9][N:8]([C:5]4[CH:4]=[CH:3][C:2]([F:1])=[CH:7][CH:6]=4)[C:12]=3[CH:13]=[N:14][CH:15]=2)=[O:19])[CH2:70][CH3:71])[CH2:65][CH:64]1[C:73](=[O:75])[NH2:74])=[O:62])[C:54]1[CH:59]=[CH:58][CH:57]=[CH:56][CH:55]=1. (2) The product is: [Cl:21][C:22]1[CH:23]=[C:24]([C:30]2[CH:31]=[CH:32][CH:33]=[CH:34][CH:35]=2)[CH:25]=[CH:26][C:27]=1[CH2:28][N:6]1[C:5]2[CH:7]=[C:8]([O:12][C:13]([CH3:19])([CH3:20])[C:14]([O:16][CH2:17][CH3:18])=[O:15])[CH:9]=[C:10]([CH3:11])[C:4]=2[N:3]=[C:2]1[CH3:1]. Given the reactants [CH3:1][C:2]1[NH:6][C:5]2[CH:7]=[C:8]([O:12][C:13]([CH3:20])([CH3:19])[C:14]([O:16][CH2:17][CH3:18])=[O:15])[CH:9]=[C:10]([CH3:11])[C:4]=2[N:3]=1.[Cl:21][C:22]1[CH:23]=[C:24]([C:30]2[CH:35]=[CH:34][CH:33]=[CH:32][CH:31]=2)[CH:25]=[CH:26][C:27]=1[CH2:28]Br, predict the reaction product. (3) Given the reactants [Cl:1][C:2]1[CH:7]=[CH:6][C:5]([O:8][CH3:9])=[CH:4][C:3]=1[CH2:10][C:11]([C:13]1[CH:14]=[CH:15][C:16]2[O:21][CH2:20][C:19](=[O:22])[N:18]([CH3:23])[C:17]=2[CH:24]=1)=[O:12].[H-].[Na+].[CH3:27]I, predict the reaction product. The product is: [Cl:1][C:2]1[CH:7]=[CH:6][C:5]([O:8][CH3:9])=[CH:4][C:3]=1[CH:10]([CH3:27])[C:11]([C:13]1[CH:14]=[CH:15][C:16]2[O:21][CH2:20][C:19](=[O:22])[N:18]([CH3:23])[C:17]=2[CH:24]=1)=[O:12]. (4) Given the reactants [F:1][C:2]1[CH:8]=[CH:7][C:6]([F:9])=[CH:5][C:3]=1[NH2:4].[F:10][C:11]([F:24])([O:15][C:16]1[CH:17]=[C:18]([CH:21]=[CH:22][CH:23]=1)[CH:19]=O)[CH:12]([F:14])[F:13], predict the reaction product. The product is: [F:1][C:2]1[CH:8]=[CH:7][C:6]([F:9])=[CH:5][C:3]=1[NH:4][CH2:19][C:18]1[CH:21]=[CH:22][CH:23]=[C:16]([O:15][C:11]([F:10])([F:24])[CH:12]([F:13])[F:14])[CH:17]=1.